This data is from Forward reaction prediction with 1.9M reactions from USPTO patents (1976-2016). The task is: Predict the product of the given reaction. (1) Given the reactants [OH:1][N:2]=[C:3]([C:5]1[C:9]([NH:10][CH2:11][CH2:12][NH:13][S:14]([CH3:17])(=[O:16])=[O:15])=[N:8][O:7][N:6]=1)[NH2:4].[Cl:18][C:19]1[CH:20]=[C:21]([CH:23]=[CH:24][C:25]=1[F:26])N, predict the reaction product. The product is: [Cl:18][C:19]1[CH:20]=[C:21]([NH:4][C:3]([C:5]2[C:9]([NH:10][CH2:11][CH2:12][NH:13][S:14]([CH3:17])(=[O:16])=[O:15])=[N:8][O:7][N:6]=2)=[N:2][OH:1])[CH:23]=[CH:24][C:25]=1[F:26]. (2) The product is: [ClH:1].[Cl:1][C:2]1[C:7]([S:8]([CH3:11])(=[O:9])=[O:10])=[CH:6][C:5]([C:12]2[N:13]([C:33]([N:42]3[CH2:43][CH2:44][N:39]([CH2:45][C:46]([OH:48])=[O:47])[CH2:40][CH2:41]3)=[O:34])[C@@:14]([C:26]3[CH:27]=[CH:28][C:29]([Cl:32])=[CH:30][CH:31]=3)([CH3:25])[C@@:15]([C:18]3[CH:19]=[CH:20][C:21]([Cl:24])=[CH:22][CH:23]=3)([CH3:17])[N:16]=2)=[C:4]([O:36][CH2:37][CH3:38])[CH:3]=1. Given the reactants [Cl:1][C:2]1[C:7]([S:8]([CH3:11])(=[O:10])=[O:9])=[CH:6][C:5]([C:12]2[N:13]([C:33](Cl)=[O:34])[C@@:14]([C:26]3[CH:31]=[CH:30][C:29]([Cl:32])=[CH:28][CH:27]=3)([CH3:25])[C@@:15]([C:18]3[CH:23]=[CH:22][C:21]([Cl:24])=[CH:20][CH:19]=3)([CH3:17])[N:16]=2)=[C:4]([O:36][CH2:37][CH3:38])[CH:3]=1.[N:39]1([CH2:45][C:46]([OH:48])=[O:47])[CH2:44][CH2:43][NH:42][CH2:41][CH2:40]1, predict the reaction product. (3) The product is: [C:2]([O:5][C:6]([NH:8][CH2:9][C@H:10]([NH:15][S:28]([N:19]([CH3:22])[CH3:17])(=[O:30])=[O:29])[C:11]([O:13][CH3:14])=[O:12])=[O:7])([CH3:1])([CH3:3])[CH3:4]. Given the reactants [CH3:1][C:2]([O:5][C:6]([NH:8][CH2:9][C@H:10]([NH2:15])[C:11]([O:13][CH3:14])=[O:12])=[O:7])([CH3:4])[CH3:3].Cl.[CH2:17]([N:19]([CH2:22]C)CC)C.CN(N[S:28](Cl)(=[O:30])=[O:29])C, predict the reaction product. (4) Given the reactants C1(P(C2C=CC=CC=2)C2C=CC=CC=2)C=CC=CC=1.[Br:20]Br.[Cl:22][C:23]1[CH:24]=[C:25]([CH2:30]O)[CH:26]=[C:27]([I:29])[CH:28]=1, predict the reaction product. The product is: [Br:20][CH2:30][C:25]1[CH:26]=[C:27]([I:29])[CH:28]=[C:23]([Cl:22])[CH:24]=1. (5) Given the reactants [ClH:1].[Br:2][C:3]1[CH:33]=[CH:32][C:6]([C:7]([CH:9]2[CH2:14][CH2:13][N:12]([CH2:15][C:16]3[CH:31]=[CH:30][C:19]([O:20][C:21]4[CH:29]=[CH:28][C:24]([C:25]([OH:27])=[O:26])=[CH:23][CH:22]=4)=[CH:18][CH:17]=3)[CH2:11][CH2:10]2)=O)=[CH:5][CH:4]=1.N1C=CC=CC=1.Cl.[CH2:41]([O:43][NH2:44])[CH3:42], predict the reaction product. The product is: [ClH:1].[Br:2][C:3]1[CH:4]=[CH:5][C:6](/[C:7](=[N:44]\[O:43][CH2:41][CH3:42])/[CH:9]2[CH2:14][CH2:13][N:12]([CH2:15][C:16]3[CH:17]=[CH:18][C:19]([O:20][C:21]4[CH:29]=[CH:28][C:24]([C:25]([OH:27])=[O:26])=[CH:23][CH:22]=4)=[CH:30][CH:31]=3)[CH2:11][CH2:10]2)=[CH:32][CH:33]=1. (6) Given the reactants [C:1]([NH:4][CH2:5][CH2:6][CH2:7][N:8]1[C:12]([CH2:13]O)=[CH:11][S:10][C:9]1=[N:15][C:16](=[O:27])[C:17]1[CH:22]=[CH:21][C:20]([O:23][CH3:24])=[CH:19][C:18]=1[O:25][CH3:26])(=[O:3])[CH3:2].C(N(CC)CC)C.CS(Cl)(=O)=O.[N-:40]=[N+:41]=[N-:42].[Na+], predict the reaction product. The product is: [C:1]([NH:4][CH2:5][CH2:6][CH2:7][N:8]1[C:12]([CH2:13][N:40]=[N+:41]=[N-:42])=[CH:11][S:10][C:9]1=[N:15][C:16](=[O:27])[C:17]1[CH:22]=[CH:21][C:20]([O:23][CH3:24])=[CH:19][C:18]=1[O:25][CH3:26])(=[O:3])[CH3:2]. (7) Given the reactants COC1C=C(OC)C=CC=1C[N:6]([C:32]1[CH:37]=[CH:36][N:35]=[CH:34][N:33]=1)[S:7]([C:10]1[CH:15]=[C:14]([F:16])[C:13]([O:17][C@H:18]2[CH2:22][CH2:21][C:20]([CH3:24])([CH3:23])[C@@H:19]2[C:25]2[N:29]([CH3:30])[N:28]=[CH:27][CH:26]=2)=[CH:12][C:11]=1[F:31])(=[O:9])=[O:8].C([SiH](CC)CC)C.FC(F)(F)C(O)=O, predict the reaction product. The product is: [CH3:23][C:20]1([CH3:24])[CH2:21][CH2:22][C@H:18]([O:17][C:13]2[C:14]([F:16])=[CH:15][C:10]([S:7]([NH:6][C:32]3[CH:37]=[CH:36][N:35]=[CH:34][N:33]=3)(=[O:9])=[O:8])=[C:11]([F:31])[CH:12]=2)[C@H:19]1[C:25]1[N:29]([CH3:30])[N:28]=[CH:27][CH:26]=1.